Dataset: Reaction yield outcomes from USPTO patents with 853,638 reactions. Task: Predict the reaction yield, written as a fraction of the theoretical maximum amount of product (1.0 means a 100% yield; for example, 0.34 means a 34% yield). (1) The product is [F:34][C:32]1([F:35])[CH2:33][CH:30]([O:29][C:4]2[C:5]3[C:10]([C:11]4[CH:20]=[CH:19][C:14]([C:15](=[O:16])[NH:17][CH3:18])=[CH:13][CH:12]=4)=[CH:9][N:8]([CH2:21][O:22][CH2:23][CH2:24][Si:25]([CH3:28])([CH3:27])[CH3:26])[C:6]=3[N:7]=[C:2]([NH:36][C:37]3[CH:49]=[CH:48][C:40]([C:41]([NH:43][CH:44]4[CH2:45][O:46][CH2:47]4)=[O:42])=[CH:39][C:38]=3[O:50][CH3:51])[N:3]=2)[CH2:31]1. The reactants are Cl[C:2]1[N:3]=[C:4]([O:29][CH:30]2[CH2:33][C:32]([F:35])([F:34])[CH2:31]2)[C:5]2[C:10]([C:11]3[CH:20]=[CH:19][C:14]([C:15]([NH:17][CH3:18])=[O:16])=[CH:13][CH:12]=3)=[CH:9][N:8]([CH2:21][O:22][CH2:23][CH2:24][Si:25]([CH3:28])([CH3:27])[CH3:26])[C:6]=2[N:7]=1.[NH2:36][C:37]1[CH:49]=[CH:48][C:40]([C:41]([NH:43][CH:44]2[CH2:47][O:46][CH2:45]2)=[O:42])=[CH:39][C:38]=1[O:50][CH3:51].C(=O)([O-])[O-].[Cs+].[Cs+].CC1(C)C2C=CC=C(P(C3C=CC=CC=3)C3C=CC=CC=3)C=2OC2C1=CC=CC=2P(C1C=CC=CC=1)C1C=CC=CC=1. The catalyst is O1CCOCC1.C(Cl)Cl.C1C=CC(/C=C/C(/C=C/C2C=CC=CC=2)=O)=CC=1.C1C=CC(/C=C/C(/C=C/C2C=CC=CC=2)=O)=CC=1.C1C=CC(/C=C/C(/C=C/C2C=CC=CC=2)=O)=CC=1.[Pd].[Pd].CO. The yield is 0.783. (2) The reactants are [CH2:1]([O:8][C:9]1[N:14]=[CH:13][C:12]2[CH2:15][CH2:16][C:17](=[CH2:18])[C:11]=2[CH:10]=1)[C:2]1[CH:7]=[CH:6][CH:5]=[CH:4][CH:3]=1.[N+](=[CH:21][C:22]([O:24][CH2:25][CH3:26])=[O:23])=[N-]. The catalyst is C(Cl)Cl.C([O-])(=O)C.[Rh+2].C([O-])(=O)C. The product is [CH2:1]([O:8][C:9]1[N:14]=[CH:13][C:12]2[CH2:15][CH2:16][C:17]3([CH2:18][CH:21]3[C:22]([O:24][CH2:25][CH3:26])=[O:23])[C:11]=2[CH:10]=1)[C:2]1[CH:3]=[CH:4][CH:5]=[CH:6][CH:7]=1. The yield is 0.369. (3) The reactants are [CH2:1]([O:8][C:9](=[O:24])[NH:10][CH2:11][C@@H:12]1[CH2:16][CH2:15][N:14]([C:17](OC(C)(C)C)=O)[CH2:13]1)[C:2]1[CH:7]=[CH:6][CH:5]=[CH:4][CH:3]=1.Cl.ClC1[C:36]2[C:31](=[CH:32][C:33]([CH3:37])=[CH:34][CH:35]=2)[N:30]=[C:29]([C:38]2[CH:43]=[CH:42][CH:41]=[CH:40][C:39]=2[OH:44])[N:28]=1.C(N(CC)CC)C. The catalyst is O1CCOCC1.C(Cl)Cl. The product is [CH2:1]([O:8][C:9](=[O:24])[NH:10][CH2:11][C@@H:12]1[CH2:16][CH2:15][N:14]([C:17]2[C:36]3[C:31](=[CH:32][C:33]([CH3:37])=[CH:34][CH:35]=3)[N:30]=[C:29]([C:38]3[CH:43]=[CH:42][CH:41]=[CH:40][C:39]=3[OH:44])[N:28]=2)[CH2:13]1)[C:2]1[CH:3]=[CH:4][CH:5]=[CH:6][CH:7]=1. The yield is 0.680. (4) The reactants are [O:1]1[CH2:6]C[CH2:4][O:3][CH:2]1[C:7]1[N:11]([CH3:12])[C:10]([C:13]2[S:21][C:20]3[C:15](=[N:16][CH:17]=[CH:18][C:19]=3[O:22][C:23]3[CH:28]=[CH:27][C:26]([N+:29]([O-:31])=[O:30])=[CH:25][C:24]=3[F:32])[CH:14]=2)=[N:9][CH:8]=1.CC1(C)C2(CS(O)(=O)=O)C(CC1CC2)=O.C([O-])(O)=O.[Na+]. The catalyst is CO. The product is [CH3:4][O:3][CH:2]([O:1][CH3:6])[C:7]1[N:11]([CH3:12])[C:10]([C:13]2[S:21][C:20]3[C:15](=[N:16][CH:17]=[CH:18][C:19]=3[O:22][C:23]3[CH:28]=[CH:27][C:26]([N+:29]([O-:31])=[O:30])=[CH:25][C:24]=3[F:32])[CH:14]=2)=[N:9][CH:8]=1. The yield is 0.740.